The task is: Predict the reaction yield, written as a fraction of the theoretical maximum amount of product (1.0 means a 100% yield; for example, 0.34 means a 34% yield).. This data is from Reaction yield outcomes from USPTO patents with 853,638 reactions. (1) The reactants are [CH2:1]([N:8]1[C:17](=[O:18])[C:16]2[C:11](=[CH:12][C:13]([Cl:19])=[CH:14][CH:15]=2)[N:10]=[C:9]1[CH:20](Br)[CH:21]([CH3:23])[CH3:22])[C:2]1[CH:7]=[CH:6][CH:5]=[CH:4][CH:3]=1.C(N(CC)CC)C.[NH:32]1[CH:36]=[CH:35][N:34]=[CH:33]1. The catalyst is CN(C=O)C.[I-].C([N+](CCCC)(CCCC)CCCC)CCC. The product is [CH2:1]([N:8]1[C:17](=[O:18])[C:16]2[C:11](=[CH:12][C:13]([Cl:19])=[CH:14][CH:15]=2)[N:10]=[C:9]1[CH:20]([N:32]1[CH:36]=[CH:35][N:34]=[CH:33]1)[CH:21]([CH3:23])[CH3:22])[C:2]1[CH:7]=[CH:6][CH:5]=[CH:4][CH:3]=1. The yield is 0.160. (2) The yield is 1.00. The catalyst is CO. The reactants are C[O:2][C:3](=[O:33])[CH2:4][CH2:5][C:6]1[CH:11]=[CH:10][C:9]([O:12][CH2:13][CH2:14][CH:15]([O:17][C:18]2[CH:23]=[CH:22][C:21]([CH2:24][CH3:25])=[CH:20][C:19]=2[C:26]2[CH:31]=[CH:30][CH:29]=[CH:28][CH:27]=2)[CH3:16])=[CH:8][C:7]=1[CH3:32]. The product is [CH2:24]([C:21]1[CH:22]=[CH:23][C:18]([O:17][CH:15]([CH3:16])[CH2:14][CH2:13][O:12][C:9]2[CH:10]=[CH:11][C:6]([CH2:5][CH2:4][C:3]([OH:33])=[O:2])=[C:7]([CH3:32])[CH:8]=2)=[C:19]([C:26]2[CH:27]=[CH:28][CH:29]=[CH:30][CH:31]=2)[CH:20]=1)[CH3:25]. (3) The reactants are [Al+3].[Cl-].[Cl-].[Cl-].[CH3:5][O:6][C:7]1[CH:50]=[CH:49][C:10]([CH2:11][N:12]([C:31]2[CH:32]=[N:33][C:34]3[C:39]([CH:40]=2)=[CH:38][CH:37]=[C:36]([O:41]CC2C=CC=CC=2)[CH:35]=3)[C:13](=[O:30])[C:14]2[CH:19]=[CH:18][C:17]([O:20][CH3:21])=[C:16]([C:22]3[CH:27]=[CH:26][CH:25]=[C:24]([O:28][CH3:29])[CH:23]=3)[CH:15]=2)=[CH:9][CH:8]=1. The catalyst is C1(OC)C=CC=CC=1.CO. The product is [CH3:5][O:6][C:7]1[CH:8]=[CH:9][C:10]([CH2:11][N:12]([C:31]2[CH:32]=[N:33][C:34]3[C:39]([CH:40]=2)=[CH:38][CH:37]=[C:36]([OH:41])[CH:35]=3)[C:13](=[O:30])[C:14]2[CH:19]=[CH:18][C:17]([O:20][CH3:21])=[C:16]([C:22]3[CH:27]=[CH:26][CH:25]=[C:24]([O:28][CH3:29])[CH:23]=3)[CH:15]=2)=[CH:49][CH:50]=1. The yield is 1.00. (4) The reactants are [CH3:1][C:2]1[CH:22]=[CH:21][C:5]([CH2:6][N:7]2[C:11](=O)[CH:10]([CH2:13][C:14](O)=[O:15])[N:9]([CH2:17][CH2:18][CH3:19])[C:8]2=[O:20])=[CH:4][CH:3]=1. The catalyst is C1COCC1. The product is [OH:15][CH2:14][CH2:13][CH:10]1[CH2:11][N:7]([CH2:6][C:5]2[CH:21]=[CH:22][C:2]([CH3:1])=[CH:3][CH:4]=2)[C:8](=[O:20])[N:9]1[CH2:17][CH2:18][CH3:19]. The yield is 0.840. (5) The reactants are [NH2:1][C:2]1[CH:7]=[CH:6][CH:5]=[CH:4][N:3]=1.C([O:10][C:11](=O)[CH2:12][C:13]([CH2:15][Cl:16])=O)C. No catalyst specified. The product is [Cl:16][CH2:15][C:13]1[N:1]=[C:2]2[CH:7]=[CH:6][CH:5]=[CH:4][N:3]2[C:11](=[O:10])[CH:12]=1. The yield is 0.990. (6) The reactants are [Cl:1][C:2]1[N:11]=[CH:10][C:9]2[N:8]([CH2:12][CH:13]3[CH2:15][CH2:14]3)[C:7](=[O:16])[CH:6]3[CH2:17][O:18][CH2:19][CH2:20][N:5]3[C:4]=2[N:3]=1.IC.[CH3:23]C(C)([O-])C.[Na+]. The catalyst is CS(C)=O.O.ClCCl. The product is [Cl:1][C:2]1[N:11]=[CH:10][C:9]2[N:8]([CH2:12][CH:13]3[CH2:14][CH2:15]3)[C:7](=[O:16])[C:6]3([CH3:23])[CH2:17][O:18][CH2:19][CH2:20][N:5]3[C:4]=2[N:3]=1. The yield is 0.330. (7) The reactants are [CH2:1]1[O:12][C:11]2[C:3](=[C:4]([CH:8]=[CH:9][CH:10]=2)C(O)=O)[O:2]1.C1(P(N=[N+]=[N-])(C2C=CC=CC=2)=[O:20])C=CC=CC=1.C([N:32]([CH2:35]C)CC)C.[NH2:37][C:38]1[C:39]([OH:49])=[C:40]([S:45]([NH2:48])(=[O:47])=[O:46])[C:41]([Cl:44])=[CH:42][CH:43]=1. The catalyst is CN(C)C=O. The product is [Cl:44][C:41]1[CH:42]=[CH:43][C:38]([NH:37][C:35]([NH:32][C:4]2[CH:8]=[CH:9][CH:10]=[C:11]3[O:12][CH2:1][O:2][C:3]=23)=[O:20])=[C:39]([OH:49])[C:40]=1[S:45]([NH2:48])(=[O:47])=[O:46]. The yield is 0.100.